Regression. Given a peptide amino acid sequence and an MHC pseudo amino acid sequence, predict their binding affinity value. This is MHC class II binding data. From a dataset of Peptide-MHC class II binding affinity with 134,281 pairs from IEDB. (1) The peptide sequence is DRDFIEGVHGGTWVS. The MHC is DRB3_0301 with pseudo-sequence DRB3_0301. The binding affinity (normalized) is 0.295. (2) The peptide sequence is YDKFLANVMTVLTGK. The MHC is DRB3_0202 with pseudo-sequence DRB3_0202. The binding affinity (normalized) is 0.769. (3) The peptide sequence is HPDYAILAARIAVSN. The MHC is DRB1_0701 with pseudo-sequence DRB1_0701. The binding affinity (normalized) is 0.555. (4) The peptide sequence is GELQIVDKIDAAFDI. The MHC is DRB5_0101 with pseudo-sequence DRB5_0101. The binding affinity (normalized) is 0.340.